Predict the product of the given reaction. From a dataset of Forward reaction prediction with 1.9M reactions from USPTO patents (1976-2016). (1) Given the reactants [CH2:1]([O:8][C:9]([NH:11][C@H:12]([C:28]([OH:30])=[O:29])[CH2:13][C:14]1[CH:19]=[CH:18][C:17]([O:20][C:21]([O:23][C:24]([CH3:27])([CH3:26])[CH3:25])=[O:22])=[CH:16][CH:15]=1)=[O:10])[C:2]1[CH:7]=[CH:6][CH:5]=[CH:4][CH:3]=1.C(N(CC)CC)C.[I-].[Na+].[C:40]([O:46][CH2:47]Cl)(=[O:45])[C:41]([CH3:44])([CH3:43])[CH3:42], predict the reaction product. The product is: [C:40]([O:46][CH2:47][O:29][C:28](=[O:30])[CH:12]([NH:11][C:9]([O:8][CH2:1][C:2]1[CH:3]=[CH:4][CH:5]=[CH:6][CH:7]=1)=[O:10])[CH2:13][C:14]1[CH:19]=[CH:18][C:17]([O:20][C:21]([O:23][C:24]([CH3:26])([CH3:25])[CH3:27])=[O:22])=[CH:16][CH:15]=1)(=[O:45])[C:41]([CH3:44])([CH3:43])[CH3:42]. (2) The product is: [CH3:1][O:2][C:3]1[CH:4]=[C:5]([NH:6][C:21]([NH:20][CH2:12][CH2:13][C:14]2[CH:19]=[CH:18][CH:17]=[CH:16][CH:15]=2)=[S:22])[CH:7]=[CH:8][C:9]=1[O:10][CH3:11]. Given the reactants [CH3:1][O:2][C:3]1[CH:4]=[C:5]([CH:7]=[CH:8][C:9]=1[O:10][CH3:11])[NH2:6].[CH2:12]([N:20]=[C:21]=[S:22])[CH2:13][C:14]1[CH:19]=[CH:18][CH:17]=[CH:16][CH:15]=1, predict the reaction product. (3) Given the reactants [CH3:1][C:2]1([CH3:19])[CH2:6][CH2:5][N:4]([C:7]([O:9][CH2:10][C:11]2[CH:16]=[CH:15][CH:14]=[CH:13][CH:12]=2)=[O:8])[CH:3]1OC.C[Si]([C:24]#[N:25])(C)C.B(F)(F)F.CCOCC, predict the reaction product. The product is: [C:24]([CH:3]1[C:2]([CH3:19])([CH3:1])[CH2:6][CH2:5][N:4]1[C:7]([O:9][CH2:10][C:11]1[CH:16]=[CH:15][CH:14]=[CH:13][CH:12]=1)=[O:8])#[N:25].